This data is from Full USPTO retrosynthesis dataset with 1.9M reactions from patents (1976-2016). The task is: Predict the reactants needed to synthesize the given product. (1) Given the product [C:25]1([N:31]2[C:5]([C:7]3[C:12](=[O:13])[CH:11]=[CH:10][N:9]([C:14]4[CH:19]=[CH:18][CH:17]=[CH:16][C:15]=4[C:20]([F:23])([F:22])[F:21])[N:8]=3)=[CH:4][CH:3]=[N:2]2)[CH:30]=[CH:29][CH:28]=[CH:27][CH:26]=1, predict the reactants needed to synthesize it. The reactants are: C[N:2](C)[CH:3]=[CH:4][C:5]([C:7]1[C:12](=[O:13])[CH:11]=[CH:10][N:9]([C:14]2[CH:19]=[CH:18][CH:17]=[CH:16][C:15]=2[C:20]([F:23])([F:22])[F:21])[N:8]=1)=O.[C:25]1([NH:31]N)[CH:30]=[CH:29][CH:28]=[CH:27][CH:26]=1. (2) The reactants are: [CH:1]1([N:7]([CH2:21][CH2:22][C:23]2[CH:28]=CC=C[CH:24]=2)[C:8](=[O:20])NC2SC(SCC(O)=O)=CN=2)[CH2:6][CH2:5][CH2:4][CH2:3][CH2:2]1.C1(=O)CCCCC1.CC(C)CCN.C([O:44][C:45](=[O:56])[C:46]([S:49][C:50]1[S:54][C:53]([NH2:55])=[N:52][CH:51]=1)([CH3:48])[CH3:47])C. Given the product [CH:1]1([N:7]([CH2:21][CH2:22][CH:23]([CH3:28])[CH3:24])[C:8](=[O:20])[NH:55][C:53]2[S:54][C:50]([S:49][C:46]([CH3:47])([CH3:48])[C:45]([OH:44])=[O:56])=[CH:51][N:52]=2)[CH2:6][CH2:5][CH2:4][CH2:3][CH2:2]1, predict the reactants needed to synthesize it. (3) Given the product [Cl:39][C:33]1[CH:34]=[C:35]([Cl:38])[CH:36]=[CH:37][C:32]=1[N:31]1[C:27]([C:24]2[CH:23]=[CH:22][C:21]([OH:20])=[CH:26][CH:25]=2)=[C:28]([CH3:52])[C:29]([C:40]([NH:42][CH:43]2[CH2:48][CH2:47][CH2:46][CH:45]([N:49]([CH3:50])[CH3:51])[CH2:44]2)=[O:41])=[N:30]1, predict the reactants needed to synthesize it. The reactants are: CSC.B(F)(F)F.CCOCC.C([O:20][C:21]1[CH:26]=[CH:25][C:24]([C:27]2[N:31]([C:32]3[CH:37]=[CH:36][C:35]([Cl:38])=[CH:34][C:33]=3[Cl:39])[N:30]=[C:29]([C:40]([NH:42][CH:43]3[CH2:48][CH2:47][CH2:46][CH:45]([N:49]([CH3:51])[CH3:50])[CH2:44]3)=[O:41])[C:28]=2[CH3:52])=[CH:23][CH:22]=1)C1C=CC=CC=1.O. (4) Given the product [Cl:3][C:10]1[C:11]([C:18]([O:20][CH3:21])=[O:19])=[CH:12][C:13]([C:14]([O:16][CH3:17])=[O:15])=[C:8]([CH2:6][CH3:7])[N:9]=1, predict the reactants needed to synthesize it. The reactants are: P(Cl)(Cl)([Cl:3])=O.[CH2:6]([C:8]1[C:13]([C:14]([O:16][CH3:17])=[O:15])=[CH:12][C:11]([C:18]([O:20][CH3:21])=[O:19])=[C:10](O)[N:9]=1)[CH3:7].C(=O)(O)[O-].[Na+]. (5) Given the product [F:23][C:22]1[CH:21]=[C:20]([CH3:24])[CH:19]=[C:18]([F:25])[C:17]=1[CH2:16][O:15][C:12]1[C:11]([C:26]([NH2:27])=[O:28])=[C:10]([NH:9][C:8]([NH:30][CH2:31][CH2:32][CH2:33][CH:34]([OH:42])[CH2:35][N:36]2[CH2:37][CH2:38][CH2:39][CH2:40][CH2:41]2)=[O:29])[S:14][N:13]=1, predict the reactants needed to synthesize it. The reactants are: C1(O[C:8](=[O:29])[NH:9][C:10]2[S:14][N:13]=[C:12]([O:15][CH2:16][C:17]3[C:22]([F:23])=[CH:21][C:20]([CH3:24])=[CH:19][C:18]=3[F:25])[C:11]=2[C:26](=[O:28])[NH2:27])C=CC=CC=1.[NH2:30][CH2:31][CH2:32][CH2:33][CH:34]([OH:42])[CH2:35][N:36]1[CH2:41][CH2:40][CH2:39][CH2:38][CH2:37]1. (6) Given the product [F:1][C:2]([F:35])([F:34])[C:3]1[CH:4]=[C:5]([CH:27]=[C:28]([C:30]([F:33])([F:32])[F:31])[CH:29]=1)[CH2:6][N:7]1[CH2:14][CH2:13][CH2:12][O:11][C:10]2[N:15]=[C:16]([Cl:38])[CH:17]=[C:18]([C:19]3[CH:24]=[CH:23][CH:22]=[CH:21][CH:20]=3)[C:9]=2[C:8]1=[O:26], predict the reactants needed to synthesize it. The reactants are: [F:1][C:2]([F:35])([F:34])[C:3]1[CH:4]=[C:5]([CH:27]=[C:28]([C:30]([F:33])([F:32])[F:31])[CH:29]=1)[CH2:6][N:7]1[CH2:14][CH2:13][CH2:12][O:11][C:10]2[N+:15]([O-])=[CH:16][CH:17]=[C:18]([C:19]3[CH:24]=[CH:23][CH:22]=[CH:21][CH:20]=3)[C:9]=2[C:8]1=[O:26].P(Cl)(Cl)([Cl:38])=O. (7) Given the product [CH:1]1([C:4]2[CH:5]=[CH:6][C:7]([C:19]([N:24]3[CH2:25][CH2:26][CH2:27][C:23]3([CH3:28])[CH3:22])=[O:21])=[N:8][C:9]=2[O:10][CH2:11][C:12]([F:18])([F:17])[C:13]([F:15])([F:14])[F:16])[CH2:2][CH2:3]1, predict the reactants needed to synthesize it. The reactants are: [CH:1]1([C:4]2[CH:5]=[CH:6][C:7]([C:19]([OH:21])=O)=[N:8][C:9]=2[O:10][CH2:11][C:12]([F:18])([F:17])[C:13]([F:16])([F:15])[F:14])[CH2:3][CH2:2]1.[CH3:22][C:23]1([CH3:28])[CH2:27][CH2:26][CH2:25][NH:24]1. (8) The reactants are: [CH3:1][C:2]1[CH:3]=[CH:4][C:5]([NH2:8])=[N:6][CH:7]=1.[N:9]1[CH:14]=[CH:13][N:12]=[C:11]2[C:15]([O:17][C:18](=[O:19])[C:10]=12)=[O:16]. Given the product [CH3:1][C:2]1[CH:3]=[CH:4][C:5]([NH:8][C:15]([C:11]2[C:10]([C:18]([OH:19])=[O:17])=[N:9][CH:14]=[CH:13][N:12]=2)=[O:16])=[N:6][CH:7]=1, predict the reactants needed to synthesize it. (9) The reactants are: [Cl:1][C:2]1[CH:15]=[CH:14][C:5]([CH2:6][NH:7][C:8](=[O:13])[C:9]([CH3:12])([CH3:11])[CH3:10])=[C:4]([F:16])[C:3]=1[N:17]1[C:21](=[O:22])[NH:20][C:19]([C:23]2[CH:28]=[CH:27][C:26](I)=[CH:25][CH:24]=2)=[N:18]1.[CH3:30][C:31]([CH3:35])([CH3:34])[C:32]#[CH:33].CCCC[N+](CCCC)(CCCC)CCCC.[F-]. Given the product [Cl:1][C:2]1[CH:15]=[CH:14][C:5]([CH2:6][NH:7][C:8](=[O:13])[C:9]([CH3:12])([CH3:11])[CH3:10])=[C:4]([F:16])[C:3]=1[N:17]1[C:21](=[O:22])[NH:20][C:19]([C:23]2[CH:28]=[CH:27][C:26]([C:33]#[C:32][C:31]([CH3:35])([CH3:34])[CH3:30])=[CH:25][CH:24]=2)=[N:18]1, predict the reactants needed to synthesize it. (10) Given the product [C:1]([C:4]1[C:12]2[S:11][C:10](=[O:13])[NH:9][C:8]=2[C:7]([O:14][CH2:29][C:30]2[CH:35]=[CH:34][CH:33]=[CH:32][CH:31]=2)=[CH:6][CH:5]=1)(=[O:3])[CH3:2], predict the reactants needed to synthesize it. The reactants are: [C:1]([C:4]1[C:12]2[S:11][C:10](=[O:13])[NH:9][C:8]=2[C:7]([OH:14])=[CH:6][CH:5]=1)(=[O:3])[CH3:2].CN(C=O)C.C(N(CC)C(C)C)(C)C.[CH2:29](Br)[C:30]1[CH:35]=[CH:34][CH:33]=[CH:32][CH:31]=1.